Predict the product of the given reaction. From a dataset of Forward reaction prediction with 1.9M reactions from USPTO patents (1976-2016). Given the reactants [N:1]1([C:6]2[C:11]([N+:12]([O-])=O)=[CH:10][C:9]([N+:15]([O-:17])=[O:16])=[CH:8][N:7]=2)[CH2:5][CH2:4][CH2:3][CH2:2]1.[C:18]([O:21]C(=O)C)(=[O:20])[CH3:19], predict the reaction product. The product is: [C:18]([O:21][CH:4]1[C:5]2=[N:12][C:11]3[C:6](=[N:7][CH:8]=[C:9]([N+:15]([O-:17])=[O:16])[CH:10]=3)[N:1]2[CH2:2][CH2:3]1)(=[O:20])[CH3:19].